Dataset: Acute oral toxicity (LD50) regression data from Zhu et al.. Task: Regression/Classification. Given a drug SMILES string, predict its toxicity properties. Task type varies by dataset: regression for continuous values (e.g., LD50, hERG inhibition percentage) or binary classification for toxic/non-toxic outcomes (e.g., AMES mutagenicity, cardiotoxicity, hepatotoxicity). Dataset: ld50_zhu. The drug is NCCOC(=O)c1ccccc1. The rat oral LD50 is 1.25, given as -log10 of the dose in mol/kg body weight (higher means more acutely toxic).